From a dataset of Full USPTO retrosynthesis dataset with 1.9M reactions from patents (1976-2016). Predict the reactants needed to synthesize the given product. Given the product [CH3:27][O:26][C@@H:25]1[C@H:20]([O:19][C@H:8]2[C@H:9]([OH:15])[C@@H:10]([OH:11])[C@H:5]([OH:4])[C@@H:6]([CH2:69][OH:70])[O:7]2)[C@@H:21]([O:67][CH3:68])[C@H:22]([CH3:66])[O:23][C@@H:24]1[NH:28][C:29]1[C:46](=[O:47])[C:45]2[CH:44]=[C:43]3[C:34]([C:35](=[O:63])[C@@:36]4([O:61][CH3:62])[C@@:41]([OH:49])([C:42]3=[O:48])[C:40]3[C:50]([OH:59])=[C:51]([C:55]([O:57][CH3:58])=[O:56])[C:52]([CH3:54])=[CH:53][C:39]=3[CH2:38][C@H:37]4[OH:60])=[C:33]([OH:64])[C:32]=2[C:31](=[O:65])[CH:30]=1, predict the reactants needed to synthesize it. The reactants are: C([O:4][C@H:5]1[C@H:10]([O:11]C(=O)C)[C@@H:9]([O:15]C(=O)C)[C@@H:8]([O:19][C@H:20]2[C@@H:25]([O:26][CH3:27])[C@@H:24]([NH:28][C:29]3[C:46](=[O:47])[C:45]4[CH:44]=[C:43]5[C:34]([C:35](=[O:63])[C@@:36]6([O:61][CH3:62])[C@@:41]([OH:49])([C:42]5=[O:48])[C:40]5[C:50]([OH:59])=[C:51]([C:55]([O:57][CH3:58])=[O:56])[C:52]([CH3:54])=[CH:53][C:39]=5[CH2:38][C@H:37]6[OH:60])=[C:33]([OH:64])[C:32]=4[C:31](=[O:65])[CH:30]=3)[O:23][C@@H:22]([CH3:66])[C@@H:21]2[O:67][CH3:68])[O:7][C@@H:6]1[CH2:69][O:70]C(=O)C)(=O)C.C(=O)([O-])[O-].[K+].[K+].